Dataset: Full USPTO retrosynthesis dataset with 1.9M reactions from patents (1976-2016). Task: Predict the reactants needed to synthesize the given product. The reactants are: [Cl:1][C:2]1[CH:3]=[C:4]([NH2:12])[C:5]([NH2:11])=[CH:6][C:7]=1[N+:8]([O-:10])=[O:9].[S:13](Cl)(Cl)=O.C([O-])(O)=O.[Na+]. Given the product [Cl:1][C:2]1[C:7]([N+:8]([O-:10])=[O:9])=[CH:6][C:5]2=[N:11][S:13][N:12]=[C:4]2[CH:3]=1, predict the reactants needed to synthesize it.